Dataset: Forward reaction prediction with 1.9M reactions from USPTO patents (1976-2016). Task: Predict the product of the given reaction. (1) Given the reactants [Cl:1][C:2]1[CH:7]=[CH:6][CH:5]=[CH:4][C:3]=1[O:8][CH2:9][C:10]1[S:14][C:13]([NH:15][C:16]([C:18]2[CH:19]=[C:20]3[C:25](=[CH:26][CH:27]=2)[CH2:24][NH:23][CH2:22][CH2:21]3)=[O:17])=[N:12][N:11]=1.C1CCN2C(=NCCC2)CC1.Br[C:40]1[S:41][C:42]([CH2:45][OH:46])=[CH:43][N:44]=1, predict the reaction product. The product is: [Cl:1][C:2]1[CH:7]=[CH:6][CH:5]=[CH:4][C:3]=1[O:8][CH2:9][C:10]1[S:14][C:13]([NH:15][C:16]([C:18]2[CH:19]=[C:20]3[C:25](=[CH:26][CH:27]=2)[CH2:24][N:23]([C:40]2[S:41][C:42]([CH2:45][OH:46])=[CH:43][N:44]=2)[CH2:22][CH2:21]3)=[O:17])=[N:12][N:11]=1. (2) Given the reactants [CH3:1][O:2][C:3](=[O:31])[C:4]([NH:7][C:8]([C:10]1[CH:19]=[CH:18][C:17]2[C:12](=[CH:13][CH:14]=[CH:15][CH:16]=2)[C:11]=1[O:20][CH2:21][CH2:22][O:23][Si](C(C)(C)C)(C)C)=[O:9])([CH3:6])[CH3:5].[F-].C([N+](CCCC)(CCCC)CCCC)CCC, predict the reaction product. The product is: [CH3:1][O:2][C:3](=[O:31])[C:4]([NH:7][C:8]([C:10]1[CH:19]=[CH:18][C:17]2[C:12](=[CH:13][CH:14]=[CH:15][CH:16]=2)[C:11]=1[O:20][CH2:21][CH2:22][OH:23])=[O:9])([CH3:6])[CH3:5].